This data is from Forward reaction prediction with 1.9M reactions from USPTO patents (1976-2016). The task is: Predict the product of the given reaction. (1) The product is: [CH:1]([NH:14][C:13]1[CH:15]=[CH:16][CH:17]=[CH:18][C:12]=1[F:11])=[O:3]. Given the reactants [CH:1]([O-:3])=O.C(OC(=O)C)(=O)C.[F:11][C:12]1[CH:18]=[CH:17][CH:16]=[CH:15][C:13]=1[NH2:14], predict the reaction product. (2) Given the reactants [CH3:1][NH:2][C:3]1[C:8]([CH:9](O)[CH3:10])=[CH:7][N:6]=[C:5]([S:12][CH3:13])[N:4]=1.S(Cl)([Cl:16])=O, predict the reaction product. The product is: [Cl:16][CH:9]([C:8]1[C:3]([NH:2][CH3:1])=[N:4][C:5]([S:12][CH3:13])=[N:6][CH:7]=1)[CH3:10]. (3) Given the reactants [Cl-].[Al+3].[Cl-].[Cl-].[H-].[Al+3].[Li+].[H-].[H-].[H-].[Cl:11][C:12]1[CH:13]=[C:14]2[C:18](=[CH:19][C:20]=1[Cl:21])[C:17](=O)[N:16]([C:23]1[C:24]([CH3:42])=[C:25]([CH3:41])[C:26]3[O:30][C:29]([CH3:32])([CH3:31])[CH:28]([C:33]4[CH:38]=[CH:37][CH:36]=[CH:35][CH:34]=4)[C:27]=3[C:39]=1[CH3:40])[C:15]2=O.O, predict the reaction product. The product is: [Cl:21][C:20]1[CH:19]=[C:18]2[C:14](=[CH:13][C:12]=1[Cl:11])[CH2:15][N:16]([C:23]1[C:24]([CH3:42])=[C:25]([CH3:41])[C:26]3[O:30][C:29]([CH3:31])([CH3:32])[CH:28]([C:33]4[CH:34]=[CH:35][CH:36]=[CH:37][CH:38]=4)[C:27]=3[C:39]=1[CH3:40])[CH2:17]2. (4) The product is: [CH3:18][N:15]([CH3:14])[C:2]1[CH:3]=[C:4]2[C:9](=[CH:10][CH:11]=1)[C:7](=[O:8])[O:6][CH2:5]2. Given the reactants N[C:2]1[CH:3]=[C:4]2[C:9](=[CH:10][CH:11]=1)[C:7](=[O:8])[O:6][CH2:5]2.C=O.[C:14]([BH3-])#[N:15].[Na+].[CH3:18]C(O)=O, predict the reaction product. (5) Given the reactants O[CH:2]=[C:3]1[C:11]2[C:6](=[CH:7][C:8]([C:12]([C:14]3[CH:15]=[C:16]([NH:20][C:21]([C:23]4[N:24]([CH2:29][CH3:30])[N:25]=[C:26]([CH3:28])[CH:27]=4)=[O:22])[CH:17]=[CH:18][CH:19]=3)=[O:13])=[CH:9][CH:10]=2)[NH:5][C:4]1=[O:31].[NH2:32][C:33]1[CH:34]=[CH:35][C:36]([CH3:40])=[C:37]([OH:39])[CH:38]=1, predict the reaction product. The product is: [OH:39][C:37]1[CH:38]=[C:33]([NH:32][CH:2]=[C:3]2[C:11]3[C:6](=[CH:7][C:8]([C:12]([C:14]4[CH:15]=[C:16]([NH:20][C:21]([C:23]5[N:24]([CH2:29][CH3:30])[N:25]=[C:26]([CH3:28])[CH:27]=5)=[O:22])[CH:17]=[CH:18][CH:19]=4)=[O:13])=[CH:9][CH:10]=3)[NH:5][C:4]2=[O:31])[CH:34]=[CH:35][C:36]=1[CH3:40]. (6) The product is: [F:32][CH:18]([F:17])[O:19][C:20]1[CH:21]=[C:22]([N:26]2[CH2:31][CH2:30][N:29]([C:12]([C:11]3[N:10]=[CH:9][NH:8][C:7]=3[C:1]3[CH:2]=[CH:3][CH:4]=[CH:5][CH:6]=3)=[O:14])[CH2:28][CH2:27]2)[CH:23]=[CH:24][CH:25]=1. Given the reactants [C:1]1([C:7]2[N:8]=[CH:9][NH:10][C:11]=2[C:12]([OH:14])=O)[CH:6]=[CH:5][CH:4]=[CH:3][CH:2]=1.Cl.Cl.[F:17][CH:18]([F:32])[O:19][C:20]1[CH:21]=[C:22]([N:26]2[CH2:31][CH2:30][NH:29][CH2:28][CH2:27]2)[CH:23]=[CH:24][CH:25]=1.Cl.CN(C)CCCN=C=NCC.O.ON1C2C=CC=CC=2N=N1, predict the reaction product.